Predict which catalyst facilitates the given reaction. From a dataset of Catalyst prediction with 721,799 reactions and 888 catalyst types from USPTO. Reactant: [N+:1]([C:4]1[CH:5]=[CH:6][C:7]2[O:12][CH2:11][C@H:10]([CH2:13][OH:14])[O:9][C:8]=2[CH:15]=1)([O-:3])=[O:2].[C:16]1([CH3:26])[CH:21]=[CH:20][C:19]([S:22](Cl)(=[O:24])=[O:23])=[CH:18][CH:17]=1.O. Product: [CH3:26][C:16]1[CH:21]=[CH:20][C:19]([S:22]([O:14][CH2:13][C@@H:10]2[O:9][C:8]3[CH:15]=[C:4]([N+:1]([O-:3])=[O:2])[CH:5]=[CH:6][C:7]=3[O:12][CH2:11]2)(=[O:24])=[O:23])=[CH:18][CH:17]=1. The catalyst class is: 17.